This data is from Reaction yield outcomes from USPTO patents with 853,638 reactions. The task is: Predict the reaction yield, written as a fraction of the theoretical maximum amount of product (1.0 means a 100% yield; for example, 0.34 means a 34% yield). (1) The reactants are [F:1][C:2]([F:11])([F:10])[C:3]1[CH:8]=[C:7](O)[CH:6]=[CH:5][N:4]=1.[C:12]([O:16][C:17]([N:19]1[CH2:24][CH2:23][CH:22]([CH2:25][NH:26][CH3:27])[CH2:21][CH2:20]1)=[O:18])([CH3:15])([CH3:14])[CH3:13].C(=O)([O-])[O-].[K+].[K+]. The catalyst is P(Cl)(Cl)(Cl)=O.CN(C)C=O. The product is [C:12]([O:16][C:17]([N:19]1[CH2:24][CH2:23][CH:22]([CH2:25][N:26]([CH3:27])[C:7]2[CH:6]=[CH:5][N:4]=[C:3]([C:2]([F:11])([F:10])[F:1])[CH:8]=2)[CH2:21][CH2:20]1)=[O:18])([CH3:15])([CH3:14])[CH3:13]. The yield is 0.0200. (2) The reactants are [CH3:1][O:2][C:3]1[CH:4]=[C:5]([CH:11]=[CH:12][CH:13]=1)[O:6][CH2:7][C:8]([OH:10])=O.CCN(C(C)C)C(C)C.[NH2:23][CH2:24][CH:25]([OH:37])[CH2:26][N:27]1[CH2:36][CH2:35][C:34]2[C:29](=[CH:30][CH:31]=[CH:32][CH:33]=2)[CH2:28]1.C1N(P(Cl)(N2C(=O)OCC2)=O)C(=O)OC1. The catalyst is C(Cl)Cl. The product is [CH2:28]1[C:29]2[C:34](=[CH:33][CH:32]=[CH:31][CH:30]=2)[CH2:35][CH2:36][N:27]1[CH2:26][CH:25]([OH:37])[CH2:24][NH:23][C:8](=[O:10])[CH2:7][O:6][C:5]1[CH:11]=[CH:12][CH:13]=[C:3]([O:2][CH3:1])[CH:4]=1. The yield is 0.320. (3) The reactants are [CH:1]([O:4][C:5]1[CH:10]=[CH:9][C:8]([S:11](Cl)(=[O:13])=[O:12])=[CH:7][CH:6]=1)([CH3:3])[CH3:2].[N:15]1[C:24]2[C:19](=[C:20]([N:25]3[C:29]([NH2:30])=[CH:28][C:27]([C:31]([F:34])([F:33])[F:32])=[N:26]3)[CH:21]=[CH:22][CH:23]=2)[CH:18]=[CH:17][CH:16]=1. The catalyst is N1C=CC=CC=1. The product is [CH:1]([O:4][C:5]1[CH:10]=[CH:9][C:8]([S:11]([NH:30][C:29]2[N:25]([C:20]3[CH:21]=[CH:22][CH:23]=[C:24]4[C:19]=3[CH:18]=[CH:17][CH:16]=[N:15]4)[N:26]=[C:27]([C:31]([F:34])([F:33])[F:32])[CH:28]=2)(=[O:13])=[O:12])=[CH:7][CH:6]=1)([CH3:3])[CH3:2]. The yield is 0.470. (4) The yield is 0.450. The product is [CH2:1]([N:8]1[CH:17]=[C:16]([C:26]2[CH:25]=[CH:24][C:23]([OH:37])=[C:22]([O:21][CH3:20])[CH:27]=2)[C:15]2[C:10](=[CH:11][CH:12]=[CH:13][CH:14]=2)[C:9]1=[O:19])[C:2]1[CH:7]=[CH:6][CH:5]=[CH:4][CH:3]=1. The catalyst is C1(C)C=CC=CC=1.C(O)C.O.C(OCC)(=O)C.C1C=CC([P]([Pd]([P](C2C=CC=CC=2)(C2C=CC=CC=2)C2C=CC=CC=2)([P](C2C=CC=CC=2)(C2C=CC=CC=2)C2C=CC=CC=2)[P](C2C=CC=CC=2)(C2C=CC=CC=2)C2C=CC=CC=2)(C2C=CC=CC=2)C2C=CC=CC=2)=CC=1. The reactants are [CH2:1]([N:8]1[CH:17]=[C:16](Br)[C:15]2[C:10](=[CH:11][CH:12]=[CH:13][CH:14]=2)[C:9]1=[O:19])[C:2]1[CH:7]=[CH:6][CH:5]=[CH:4][CH:3]=1.[CH3:20][O:21][C:22]1[CH:27]=[C:26](C2OC(C)(C)C(C)(C)O2)[CH:25]=[CH:24][C:23]=1[OH:37].C([O-])([O-])=O.[Na+].[Na+]. (5) The product is [N:15]1([S:2]([C:5]2[CH:6]=[C:7]3[C:11](=[CH:12][CH:13]=2)[NH:10][C:9](=[O:14])[CH2:8]3)(=[O:4])=[O:3])[CH2:19][CH2:18][CH2:17][CH2:16]1. The catalyst is ClCCl.C(OCC)(=O)C. The reactants are Cl[S:2]([C:5]1[CH:6]=[C:7]2[C:11](=[CH:12][CH:13]=1)[NH:10][C:9](=[O:14])[CH2:8]2)(=[O:4])=[O:3].[NH:15]1[CH2:19][CH2:18][CH2:17][CH2:16]1.N1C=CC=CC=1.Cl. The yield is 0.270. (6) The reactants are [F:1][C:2]1[CH:7]=[C:6]([F:8])[CH:5]=[CH:4][C:3]=1[C:9]1[C:10]2[CH:22]=[C:21]([C:23](O)=[O:24])[S:20][C:11]=2[N:12]([C:14]2[CH:19]=[N:18][CH:17]=[CH:16][N:15]=2)[N:13]=1.Cl.C[N:28](C)CCCN=C=NCC.[OH:38][N:39]1[C:43]2[N:44]=[CH:45][CH:46]=[CH:47][C:42]=2N=N1.CN1CCOCC1. The catalyst is CN(C)C=O. The product is [F:1][C:2]1[CH:7]=[C:6]([F:8])[CH:5]=[CH:4][C:3]=1[C:9]1[C:10]2[CH:22]=[C:21]([C:23]([NH:28][C@@H:46]([C:45]3[O:38][N:39]=[C:43]([CH3:42])[N:44]=3)[CH3:47])=[O:24])[S:20][C:11]=2[N:12]([C:14]2[CH:19]=[N:18][CH:17]=[CH:16][N:15]=2)[N:13]=1. The yield is 0.663. (7) The reactants are [F:1][C:2]1[CH:7]=[CH:6][C:5]([CH:8]([NH2:10])[CH3:9])=[CH:4][C:3]=1[N+:11]([O-:13])=[O:12].CCN(C(C)C)C(C)C.[C:23](O[C:23]([O:25][C:26]([CH3:29])([CH3:28])[CH3:27])=[O:24])([O:25][C:26]([CH3:29])([CH3:28])[CH3:27])=[O:24].CCOC(C)=O.O. The catalyst is C1COCC1. The product is [F:1][C:2]1[CH:7]=[CH:6][C:5]([CH:8]([NH:10][C:23](=[O:24])[O:25][C:26]([CH3:29])([CH3:28])[CH3:27])[CH3:9])=[CH:4][C:3]=1[N+:11]([O-:13])=[O:12]. The yield is 0.750.